From a dataset of Catalyst prediction with 721,799 reactions and 888 catalyst types from USPTO. Predict which catalyst facilitates the given reaction. (1) Reactant: [C:1]([CH:3]1[CH2:6][N:5]([C:7](=[O:48])[C@H:8]([NH:10][C:11]([C:13]2[C:21]3[C:16](=[N:17][CH:18]=[C:19]([C:22]4[C:30]5[C:25](=[CH:26][C:27]([Cl:31])=[CH:28][CH:29]=5)[N:24]([CH2:32][CH:33]5[CH2:37][O:36]C(C)(C)[O:34]5)[N:23]=4)[N:20]=3)[N:15](COCC[Si](C)(C)C)[CH:14]=2)=[O:12])[CH3:9])[CH2:4]1)#[N:2].C(O)(C(F)(F)F)=O. Product: [C:1]([CH:3]1[CH2:6][N:5]([C:7](=[O:48])[C@H:8]([NH:10][C:11]([C:13]2[C:21]3[C:16](=[N:17][CH:18]=[C:19]([C:22]4[C:30]5[C:25](=[CH:26][C:27]([Cl:31])=[CH:28][CH:29]=5)[N:24]([CH2:32][CH:33]([OH:34])[CH2:37][OH:36])[N:23]=4)[N:20]=3)[NH:15][CH:14]=2)=[O:12])[CH3:9])[CH2:4]1)#[N:2]. The catalyst class is: 2. (2) Reactant: [CH3:1][C:2]1[CH:17]=[CH:16][C:5]2[N:6]([CH2:9][C:10]3[CH:15]=[CH:14][N:13]=[CH:12][CH:11]=3)[CH:7]=[N:8][C:4]=2[C:3]=1[NH2:18].[Cl:19][C:20]1[CH:25]=[CH:24][C:23]([N:26]=[C:27]=[O:28])=[CH:22][C:21]=1[C:29]([F:32])([F:31])[F:30]. Product: [Cl:19][C:20]1[CH:25]=[CH:24][C:23]([NH:26][C:27]([NH:18][C:3]2[C:4]3[N:8]=[CH:7][N:6]([CH2:9][C:10]4[CH:11]=[CH:12][N:13]=[CH:14][CH:15]=4)[C:5]=3[CH:16]=[CH:17][C:2]=2[CH3:1])=[O:28])=[CH:22][C:21]=1[C:29]([F:30])([F:31])[F:32]. The catalyst class is: 4. (3) Product: [CH2:20]([C:19]([C:16]1[CH:15]=[CH:14][C:13]([C:9]2[CH:10]=[CH:11][CH:12]=[C:7]([CH2:6][C:5]([OH:39])=[O:4])[CH:8]=2)=[CH:18][CH:17]=1)([C:22]1[CH:27]=[CH:26][C:25](/[CH:28]=[CH:29]/[C:30]([CH2:31][CH3:32])([OH:33])[CH2:34][CH3:35])=[C:24]([CH3:36])[CH:23]=1)[CH2:37][CH3:38])[CH3:21]. Reactant: [OH-].[Na+].C[O:4][C:5](=[O:39])[CH2:6][C:7]1[CH:8]=[C:9]([C:13]2[CH:18]=[CH:17][C:16]([C:19]([CH2:37][CH3:38])([C:22]3[CH:27]=[CH:26][C:25](/[CH:28]=[CH:29]/[C:30]([CH2:34][CH3:35])([OH:33])[CH2:31][CH3:32])=[C:24]([CH3:36])[CH:23]=3)[CH2:20][CH3:21])=[CH:15][CH:14]=2)[CH:10]=[CH:11][CH:12]=1.[Cl-].[NH4+]. The catalyst class is: 111. (4) Reactant: Br[C:2]1[N:7]2[CH:8]=[C:9](/[CH:11]=[CH:12]/[C:13]3[CH:22]=[CH:21][C:20]4[C:15](=[CH:16][CH:17]=[CH:18][CH:19]=4)[N:14]=3)[N:10]=[C:6]2[C:5]([N:23]2[CH2:28][CH2:27][O:26][CH2:25][CH2:24]2)=[N:4][CH:3]=1.CC1(C)C(C)(C)OB([C:37]2[CH:42]=[CH:41][C:40]([N:43]3[C:47](=[O:48])[N:46]([CH2:49][O:50][CH2:51][CH2:52][Si:53]([CH3:56])([CH3:55])[CH3:54])[N:45]=[CH:44]3)=[CH:39][CH:38]=2)O1.C([O-])([O-])=O.[Na+].[Na+]. Product: [O:26]1[CH2:27][CH2:28][N:23]([C:5]2[C:6]3[N:7]([CH:8]=[C:9](/[CH:11]=[CH:12]/[C:13]4[CH:22]=[CH:21][C:20]5[C:15](=[CH:16][CH:17]=[CH:18][CH:19]=5)[N:14]=4)[N:10]=3)[C:2]([C:37]3[CH:38]=[CH:39][C:40]([N:43]4[C:47](=[O:48])[N:46]([CH2:49][O:50][CH2:51][CH2:52][Si:53]([CH3:56])([CH3:55])[CH3:54])[N:45]=[CH:44]4)=[CH:41][CH:42]=3)=[CH:3][N:4]=2)[CH2:24][CH2:25]1. The catalyst class is: 462.